Dataset: Catalyst prediction with 721,799 reactions and 888 catalyst types from USPTO. Task: Predict which catalyst facilitates the given reaction. (1) Reactant: [Br:1][C:2]1[C:3]([NH:8][C@H:9]([C:14]([O:16]CC2C=CC(OC)=CC=2)=[O:15])[CH2:10][CH:11]([CH3:13])[CH3:12])=[N:4][N:5]([CH3:7])[CH:6]=1.[Li+].[OH-].Cl. Product: [Br:1][C:2]1[C:3]([NH:8][C@H:9]([C:14]([OH:16])=[O:15])[CH2:10][CH:11]([CH3:12])[CH3:13])=[N:4][N:5]([CH3:7])[CH:6]=1. The catalyst class is: 5. (2) Reactant: [CH:1]1([N:4]([CH2:30][C:31]2[CH:36]=[C:35]([CH2:37][CH2:38][CH2:39][O:40][CH3:41])[CH:34]=[C:33]([O:42][CH2:43][CH2:44][O:45][CH3:46])[CH:32]=2)[C:5]([C@@H:7]2[C@@:12]([O:21]C)([C:13]3[CH:18]=[CH:17][C:16](=[O:19])[N:15]([CH3:20])[CH:14]=3)[CH2:11][CH2:10][N:9](C(OC(C)(C)C)=O)[CH2:8]2)=[O:6])[CH2:3][CH2:2]1.Cl. Product: [CH:1]1([N:4]([CH2:30][C:31]2[CH:36]=[C:35]([CH2:37][CH2:38][CH2:39][O:40][CH3:41])[CH:34]=[C:33]([O:42][CH2:43][CH2:44][O:45][CH3:46])[CH:32]=2)[C:5]([CH:7]2[C:12]([OH:21])([C:13]3[CH:18]=[CH:17][C:16](=[O:19])[N:15]([CH3:20])[CH:14]=3)[CH2:11][CH2:10][NH:9][CH2:8]2)=[O:6])[CH2:2][CH2:3]1. The catalyst class is: 4.